The task is: Predict the reaction yield, written as a fraction of the theoretical maximum amount of product (1.0 means a 100% yield; for example, 0.34 means a 34% yield).. This data is from Reaction yield outcomes from USPTO patents with 853,638 reactions. (1) The reactants are [NH2:1][C:2]1[CH:11]=[CH:10][C:5]([C:6]([O:8][CH3:9])=[O:7])=[C:4]([C:12]2[CH:17]=[CH:16][CH:15]=[C:14]([C:18]([O:20][C:21]([CH3:24])([CH3:23])[CH3:22])=[O:19])[CH:13]=2)[N:3]=1.[F:25][C:26]1([F:41])[O:30][C:29]2[CH:31]=[CH:32][C:33]([C:35]3([C:38](Cl)=[O:39])[CH2:37][CH2:36]3)=[CH:34][C:28]=2[O:27]1. The catalyst is N1C=CC=CC=1.C(Cl)Cl. The product is [C:21]([O:20][C:18]([C:14]1[CH:13]=[C:12]([C:4]2[N:3]=[C:2]([NH:1][C:38]([C:35]3([C:33]4[CH:32]=[CH:31][C:29]5[O:30][C:26]([F:41])([F:25])[O:27][C:28]=5[CH:34]=4)[CH2:37][CH2:36]3)=[O:39])[CH:11]=[CH:10][C:5]=2[C:6]([O:8][CH3:9])=[O:7])[CH:17]=[CH:16][CH:15]=1)=[O:19])([CH3:24])([CH3:23])[CH3:22]. The yield is 0.670. (2) The reactants are [CH3:1][C@@H:2]1[CH2:7][CH2:6][NH:5][CH2:4][C@@H:3]1[N:8]1[C:17]2[C:12](=[CH:13][N:14]=[C:15]3[N:20]([CH2:21][O:22][CH2:23][CH2:24][Si:25]([CH3:28])([CH3:27])[CH3:26])[CH:19]=[CH:18][C:16]3=2)[C:11](=[O:29])[CH:10]=[CH:9]1.C(N(CC)C(C)C)(C)C.[CH3:39][CH:40]([CH3:46])[CH2:41][S:42](Cl)(=[O:44])=[O:43].O. The catalyst is ClCCl. The product is [CH2:41]([S:42]([N:5]1[CH2:6][CH2:7][C@@H:2]([CH3:1])[C@@H:3]([N:8]2[C:17]3[C:12](=[CH:13][N:14]=[C:15]4[N:20]([CH2:21][O:22][CH2:23][CH2:24][Si:25]([CH3:28])([CH3:27])[CH3:26])[CH:19]=[CH:18][C:16]4=3)[C:11](=[O:29])[CH:10]=[CH:9]2)[CH2:4]1)(=[O:44])=[O:43])[CH:40]([CH3:46])[CH3:39]. The yield is 0.620. (3) The reactants are [C:1]([C:3]1[C:8](=O)[NH:7][C:6]([S:10][CH3:11])=[N:5][C:4]=1[C:12]1[CH:13]=[C:14]([O:18][CH2:19][C:20]2[CH:25]=[CH:24][CH:23]=[CH:22][CH:21]=2)[CH:15]=[N:16][CH:17]=1)#[N:2].O=P(Cl)(Cl)[Cl:28]. The catalyst is O1CCOCC1. The product is [Cl:28][C:8]1[N:7]=[C:6]([S:10][CH3:11])[N:5]=[C:4]([C:12]2[CH:13]=[C:14]([O:18][CH2:19][C:20]3[CH:25]=[CH:24][CH:23]=[CH:22][CH:21]=3)[CH:15]=[N:16][CH:17]=2)[C:3]=1[C:1]#[N:2]. The yield is 0.510.